This data is from Forward reaction prediction with 1.9M reactions from USPTO patents (1976-2016). The task is: Predict the product of the given reaction. (1) Given the reactants [CH:1]1([C@@H:7]([NH:9][C:10]([C:12]2[C:21]3[C:16](=[CH:17][CH:18]=[CH:19][CH:20]=3)[N:15]=[C:14]([C:22]3[S:23][CH:24]=[CH:25][CH:26]=3)[C:13]=2[CH2:27][N:28]2[CH2:33][CH2:32][NH:31][CH2:30][C:29]2=[O:34])=[O:11])[CH3:8])[CH2:6][CH2:5][CH2:4][CH2:3][CH2:2]1.[OH:35][C@@H:36]([CH3:40])[C:37](O)=[O:38], predict the reaction product. The product is: [CH:1]1([C@@H:7]([NH:9][C:10]([C:12]2[C:21]3[C:16](=[CH:17][CH:18]=[CH:19][CH:20]=3)[N:15]=[C:14]([C:22]3[S:23][CH:24]=[CH:25][CH:26]=3)[C:13]=2[CH2:27][N:28]2[CH2:33][CH2:32][N:31]([C:37](=[O:38])[C@@H:36]([OH:35])[CH3:40])[CH2:30][C:29]2=[O:34])=[O:11])[CH3:8])[CH2:6][CH2:5][CH2:4][CH2:3][CH2:2]1. (2) Given the reactants [C:1]([N:8]1[CH2:13][CH2:12][CH:11]([C:14]([OH:16])=O)[CH2:10][CH2:9]1)([O:3][C:4]([CH3:7])([CH3:6])[CH3:5])=[O:2].C(N(CC)CC)C.C(N1C=CN=C1)(N1C=CN=C1)=O.[C:36]1([S:42]([C:45]2[CH:46]=[CH:47][C:48]([C:61]([F:64])([F:63])[F:62])=[C:49]([S:51]([NH:54][CH:55]3[CH2:60][CH2:59][NH:58][CH2:57][CH2:56]3)(=[O:53])=[O:52])[CH:50]=2)(=[O:44])=[O:43])[CH:41]=[CH:40][CH:39]=[CH:38][CH:37]=1, predict the reaction product. The product is: [C:36]1([S:42]([C:45]2[CH:46]=[CH:47][C:48]([C:61]([F:63])([F:64])[F:62])=[C:49]([S:51]([NH:54][CH:55]3[CH2:60][CH2:59][N:58]([C:14]([CH:11]4[CH2:10][CH2:9][N:8]([C:1]([O:3][C:4]([CH3:5])([CH3:6])[CH3:7])=[O:2])[CH2:13][CH2:12]4)=[O:16])[CH2:57][CH2:56]3)(=[O:53])=[O:52])[CH:50]=2)(=[O:44])=[O:43])[CH:37]=[CH:38][CH:39]=[CH:40][CH:41]=1. (3) The product is: [ClH:17].[N+:9]([C:4]1[CH:3]=[C:2]([CH3:1])[CH:7]=[CH:6][C:5]=1[NH:8][NH2:12])([O-:11])=[O:10]. Given the reactants [CH3:1][C:2]1[CH:7]=[CH:6][C:5]([NH2:8])=[C:4]([N+:9]([O-:11])=[O:10])[CH:3]=1.[N:12]([O-])=O.[Na+].[Sn](Cl)[Cl:17], predict the reaction product.